This data is from Catalyst prediction with 721,799 reactions and 888 catalyst types from USPTO. The task is: Predict which catalyst facilitates the given reaction. (1) Reactant: Br[C:2]1[CH:7]=[CH:6][C:5]([C:8]2[CH2:9][CH2:10][N:11]([CH2:14][C:15]3[CH:20]=[CH:19][CH:18]=[CH:17][CH:16]=3)[CH2:12][CH:13]=2)=[CH:4][CH:3]=1.C([Li])CCC.[C:26](=O)([O:30]CC)[O:27][CH2:28][CH3:29].O. Product: [CH2:14]([N:11]1[CH2:12][CH:13]=[C:8]([C:5]2[CH:6]=[CH:7][C:2]([C:26]([O:27][CH2:28][CH3:29])=[O:30])=[CH:3][CH:4]=2)[CH2:9][CH2:10]1)[C:15]1[CH:20]=[CH:19][CH:18]=[CH:17][CH:16]=1. The catalyst class is: 188. (2) Reactant: FC(F)(F)C(O)=O.[CH2:8]([O:15][C:16]1[CH:21]=[C:20]([C:22]#[C:23][C:24]2[CH:29]=[CH:28][C:27]([F:30])=[CH:26][CH:25]=2)[C:19]([O:31]COC)=[CH:18][N:17]=1)[C:9]1[CH:14]=[CH:13][CH:12]=[CH:11][CH:10]=1. Product: [CH2:8]([O:15][C:16]1[N:17]=[CH:18][C:19]([OH:31])=[C:20]([C:22]#[C:23][C:24]2[CH:29]=[CH:28][C:27]([F:30])=[CH:26][CH:25]=2)[CH:21]=1)[C:9]1[CH:10]=[CH:11][CH:12]=[CH:13][CH:14]=1. The catalyst class is: 68. (3) Reactant: C([O:4][C@H:5]1[C:10](=[O:11])[C:9]2[CH:12]=[CH:13][C:14]3[N:15]([CH3:20])[C:16]([CH3:19])=[N:17][C:18]=3[C:8]=2[O:7][C@@H:6]1[C:21]1[CH:26]=[CH:25][CH:24]=[CH:23][CH:22]=1)(=O)C.B.[Na]. Product: [OH:11][C@@H:10]1[C:9]2[CH:12]=[CH:13][C:14]3[N:15]([CH3:20])[C:16]([CH3:19])=[N:17][C:18]=3[C:8]=2[O:7][C@H:6]([C:21]2[CH:22]=[CH:23][CH:24]=[CH:25][CH:26]=2)[C@H:5]1[OH:4]. The catalyst class is: 5. (4) Reactant: Br[C:2]1[C:3]([NH2:14])=[CH:4][C:5]([N:8]2[CH2:13][CH2:12][O:11][CH2:10][CH2:9]2)=[N:6][CH:7]=1.[CH3:15][O:16][C:17]1[CH:18]=[C:19](B(O)O)[CH:20]=[N:21][CH:22]=1.C1(P(C2CCCCC2)C2CCCCC2)CCCCC1.[O-]P([O-])([O-])=O.[K+].[K+].[K+]. Product: [CH3:15][O:16][C:17]1[CH:18]=[C:19]([C:2]2[CH:7]=[N:6][C:5]([N:8]3[CH2:13][CH2:12][O:11][CH2:10][CH2:9]3)=[CH:4][C:3]=2[NH2:14])[CH:20]=[N:21][CH:22]=1. The catalyst class is: 552.